The task is: Predict the reactants needed to synthesize the given product.. This data is from Full USPTO retrosynthesis dataset with 1.9M reactions from patents (1976-2016). (1) Given the product [CH:31]([C:34]1[CH:39]=[CH:38][C:37]([S:40]([NH:1][C:4]2[CH:9]=[CH:8][C:7]([CH:10]3[CH2:13][N:12]([CH2:14][CH2:15][CH3:16])[CH2:11]3)=[CH:6][CH:5]=2)(=[O:42])=[O:41])=[CH:36][CH:35]=1)([CH3:33])[CH3:32], predict the reactants needed to synthesize it. The reactants are: [N+:1]([C:4]1[CH:9]=[CH:8][C:7]([CH:10]2[CH2:13][N:12]([C:14](=O)[CH2:15][CH3:16])[CH2:11]2)=[CH:6][CH:5]=1)([O-])=O.NC1C=CC=CC=1.N1C=CC=CC=1.[CH:31]([C:34]1[CH:39]=[CH:38][C:37]([S:40](Cl)(=[O:42])=[O:41])=[CH:36][CH:35]=1)([CH3:33])[CH3:32]. (2) Given the product [CH2:37]([C:38]1[N:7]=[C:6]([C:8]2[CH:9]=[C:10]3[C:14](=[CH:15][CH:16]=2)[NH:13][N:12]=[C:11]3[C:17]2[CH:26]=[CH:25][C:24]3[C:19](=[CH:20][CH:21]=[C:22]([O:27][CH2:28][C@@H:29]4[CH2:33][CH2:32][CH2:31][N:30]4[CH3:34])[CH:23]=3)[CH:18]=2)[NH:41][N:40]=1)[CH:36]([CH3:42])[CH3:35], predict the reactants needed to synthesize it. The reactants are: Cl.Cl.C(O[C:6]([C:8]1[CH:9]=[C:10]2[C:14](=[CH:15][CH:16]=1)[NH:13][N:12]=[C:11]2[C:17]1[CH:26]=[CH:25][C:24]2[C:19](=[CH:20][CH:21]=[C:22]([O:27][CH2:28][C@@H:29]3[CH2:33][CH2:32][CH2:31][N:30]3[CH3:34])[CH:23]=2)[CH:18]=1)=[NH:7])C.[CH3:35][CH:36]([CH3:42])[CH2:37][C:38]([NH:40][NH2:41])=O.C(N(CC)CC)C. (3) Given the product [Cl:17][C:14]1[CH:15]=[CH:16][C:11]([C:4]2[CH:3]=[C:2]([CH:19]3[CH2:21][CH2:20]3)[N:7]3[N:8]=[CH:9][CH:10]=[C:6]3[N:5]=2)=[CH:12][CH:13]=1, predict the reactants needed to synthesize it. The reactants are: Cl[C:2]1[N:7]2[N:8]=[CH:9][CH:10]=[C:6]2[N:5]=[C:4]([C:11]2[CH:16]=[CH:15][C:14]([Cl:17])=[CH:13][CH:12]=2)[CH:3]=1.[Cl-].[CH:19]1([Zn+])[CH2:21][CH2:20]1.C1COCC1.C1([Mg]Br)CC1.C1COCC1.[NH4+].[Cl-]. (4) Given the product [CH2:1]([NH:3][C:4]([C:6]1[CH:7]=[C:8]2[C:12](=[CH:13][CH:14]=1)[NH:11][N:10]=[C:9]2[C:21]1[CH:30]=[CH:29][C:28]2[C:23](=[CH:24][CH:25]=[C:26]([O:31][CH3:32])[CH:27]=2)[CH:22]=1)=[O:5])[CH3:2], predict the reactants needed to synthesize it. The reactants are: [CH2:1]([NH:3][C:4]([C:6]1[CH:7]=[C:8]2[C:12](=[CH:13][CH:14]=1)[N:11](C1CCCCO1)[N:10]=[C:9]2[C:21]1[CH:30]=[CH:29][C:28]2[C:23](=[CH:24][CH:25]=[C:26]([O:31][CH3:32])[CH:27]=2)[CH:22]=1)=[O:5])[CH3:2]. (5) The reactants are: [Cl:1][C:2]1[CH:7]=[CH:6][C:5](F)=[C:4]([N+:9]([O-:11])=[O:10])[CH:3]=1.C([O-])([O-])=O.[K+].[K+].[CH3:18][NH:19][C:20]1[CH:25]=[CH:24][CH:23]=[CH:22][CH:21]=1. Given the product [Cl:1][C:2]1[CH:7]=[CH:6][C:5]([N:19]([CH3:18])[C:20]2[CH:25]=[CH:24][CH:23]=[CH:22][CH:21]=2)=[C:4]([N+:9]([O-:11])=[O:10])[CH:3]=1, predict the reactants needed to synthesize it. (6) Given the product [Cl:28][C:29]1[CH:34]=[CH:33][C:32]([C:35]2[C:44]3[C:39](=[CH:40][C:41]([S:45]([NH:6][C:7]4[S:11][N:10]=[CH:9][N:8]=4)(=[O:47])=[O:48])=[CH:42][CH:43]=3)[N:38]=[CH:37][N:36]=2)=[C:31]([O:60][CH3:61])[CH:30]=1, predict the reactants needed to synthesize it. The reactants are: COC1C=C(OC)C=CC=1C[NH:6][C:7]1[S:11][N:10]=[CH:9][N:8]=1.C[Si]([N-][Si](C)(C)C)(C)C.[Li+].[Cl:28][C:29]1[CH:34]=[CH:33][C:32]([C:35]2[C:44]3[C:39](=[CH:40][C:41]([S:45]([O:48]C4C(F)=C(F)C(F)=C(F)C=4F)(=[O:47])=O)=[CH:42][CH:43]=3)[N:38]=[CH:37][N:36]=2)=[C:31]([O:60][CH3:61])[CH:30]=1.C(O)(C(F)(F)F)=O. (7) Given the product [OH:10][C:3]1[CH:4]=[CH:5][C:6]([O:8][CH3:9])=[CH:7][C:2]=1[CH:25]=[CH:24][CH2:23][CH2:22][CH:16]([O:15][C:14]1[CH:26]=[CH:27][CH:28]=[CH:29][C:13]=1[O:11][CH3:12])[C:17]([O:19][CH2:20][CH3:21])=[O:18], predict the reactants needed to synthesize it. The reactants are: Br[C:2]1[CH:7]=[C:6]([O:8][CH3:9])[CH:5]=[CH:4][C:3]=1[OH:10].[O:11]([C:13]1[CH:29]=[CH:28][CH:27]=[CH:26][C:14]=1[O:15][CH:16]([CH2:22][CH2:23][CH:24]=[CH2:25])[C:17]([O:19][CH2:20][CH3:21])=[O:18])[CH3:12].C1(C)C=CC=CC=1P(C1C=CC=CC=1C)C1C=CC=CC=1C.Cl.